Dataset: Forward reaction prediction with 1.9M reactions from USPTO patents (1976-2016). Task: Predict the product of the given reaction. Given the reactants [Cl:1][C:2]1[CH:3]=[C:4]2[C:9](=[CH:10][CH:11]=1)[CH:8]=[C:7]([S:12]([N:15]1[CH2:20][CH2:19][N:18]([C:21]([C:23]3[CH:28]=[CH:27][C:26]([C:29]4[CH:34]=[CH:33][N+:32]([O-])=[C:31]([CH3:36])[CH:30]=4)=[CH:25][CH:24]=3)=[O:22])[CH2:17][CH2:16]1)(=[O:14])=[O:13])[CH:6]=[CH:5]2.[CH2:37]([OH:39])[CH3:38].ClCCl.C(=O)(O)[O-:44].[Na+], predict the reaction product. The product is: [ClH:1].[C:37]([O:44][CH2:36][C:31]1[CH:30]=[C:29]([C:26]2[CH:25]=[CH:24][C:23]([C:21]([N:18]3[CH2:17][CH2:16][N:15]([S:12]([C:7]4[CH:6]=[CH:5][C:4]5[C:9](=[CH:10][CH:11]=[C:2]([Cl:1])[CH:3]=5)[CH:8]=4)(=[O:14])=[O:13])[CH2:20][CH2:19]3)=[O:22])=[CH:28][CH:27]=2)[CH:34]=[CH:33][N:32]=1)(=[O:39])[CH3:38].